Dataset: NCI-60 drug combinations with 297,098 pairs across 59 cell lines. Task: Regression. Given two drug SMILES strings and cell line genomic features, predict the synergy score measuring deviation from expected non-interaction effect. (1) Drug 1: C1=C(C(=O)NC(=O)N1)F. Drug 2: CC1=C2C(C(=O)C3(C(CC4C(C3C(C(C2(C)C)(CC1OC(=O)C(C(C5=CC=CC=C5)NC(=O)OC(C)(C)C)O)O)OC(=O)C6=CC=CC=C6)(CO4)OC(=O)C)O)C)O. Cell line: MDA-MB-231. Synergy scores: CSS=31.6, Synergy_ZIP=-14.9, Synergy_Bliss=-10.8, Synergy_Loewe=-24.6, Synergy_HSA=-5.92. (2) Drug 1: CS(=O)(=O)C1=CC(=C(C=C1)C(=O)NC2=CC(=C(C=C2)Cl)C3=CC=CC=N3)Cl. Drug 2: CC(C1=C(C=CC(=C1Cl)F)Cl)OC2=C(N=CC(=C2)C3=CN(N=C3)C4CCNCC4)N. Cell line: MOLT-4. Synergy scores: CSS=48.8, Synergy_ZIP=11.8, Synergy_Bliss=14.9, Synergy_Loewe=-14.3, Synergy_HSA=13.1. (3) Drug 1: CC1=C2C(C(=O)C3(C(CC4C(C3C(C(C2(C)C)(CC1OC(=O)C(C(C5=CC=CC=C5)NC(=O)C6=CC=CC=C6)O)O)OC(=O)C7=CC=CC=C7)(CO4)OC(=O)C)O)C)OC(=O)C. Drug 2: CCN(CC)CCNC(=O)C1=C(NC(=C1C)C=C2C3=C(C=CC(=C3)F)NC2=O)C. Cell line: SF-295. Synergy scores: CSS=8.49, Synergy_ZIP=8.41, Synergy_Bliss=6.62, Synergy_Loewe=6.84, Synergy_HSA=6.21. (4) Drug 1: C1CC(=O)NC(=O)C1N2CC3=C(C2=O)C=CC=C3N. Drug 2: C1=CN(C(=O)N=C1N)C2C(C(C(O2)CO)O)O.Cl. Cell line: NCI-H226. Synergy scores: CSS=16.2, Synergy_ZIP=-0.194, Synergy_Bliss=5.60, Synergy_Loewe=-1.30, Synergy_HSA=7.52. (5) Drug 1: C1CCC(C1)C(CC#N)N2C=C(C=N2)C3=C4C=CNC4=NC=N3. Drug 2: CCCCC(=O)OCC(=O)C1(CC(C2=C(C1)C(=C3C(=C2O)C(=O)C4=C(C3=O)C=CC=C4OC)O)OC5CC(C(C(O5)C)O)NC(=O)C(F)(F)F)O. Cell line: COLO 205. Synergy scores: CSS=-3.40, Synergy_ZIP=5.64, Synergy_Bliss=5.06, Synergy_Loewe=-3.01, Synergy_HSA=-3.92. (6) Drug 1: C1CCC(CC1)NC(=O)N(CCCl)N=O. Drug 2: CC1=C2C(C(=O)C3(C(CC4C(C3C(C(C2(C)C)(CC1OC(=O)C(C(C5=CC=CC=C5)NC(=O)OC(C)(C)C)O)O)OC(=O)C6=CC=CC=C6)(CO4)OC(=O)C)O)C)O. Cell line: BT-549. Synergy scores: CSS=21.2, Synergy_ZIP=-6.01, Synergy_Bliss=-0.519, Synergy_Loewe=-18.7, Synergy_HSA=0.901. (7) Drug 1: C1=C(C(=O)NC(=O)N1)F. Drug 2: CC1C(C(=O)NC(C(=O)N2CCCC2C(=O)N(CC(=O)N(C(C(=O)O1)C(C)C)C)C)C(C)C)NC(=O)C3=C4C(=C(C=C3)C)OC5=C(C(=O)C(=C(C5=N4)C(=O)NC6C(OC(=O)C(N(C(=O)CN(C(=O)C7CCCN7C(=O)C(NC6=O)C(C)C)C)C)C(C)C)C)N)C. Cell line: TK-10. Synergy scores: CSS=23.4, Synergy_ZIP=3.74, Synergy_Bliss=4.10, Synergy_Loewe=2.88, Synergy_HSA=2.89. (8) Drug 1: CN(C)C1=NC(=NC(=N1)N(C)C)N(C)C. Drug 2: CC12CCC3C(C1CCC2O)C(CC4=C3C=CC(=C4)O)CCCCCCCCCS(=O)CCCC(C(F)(F)F)(F)F. Cell line: LOX IMVI. Synergy scores: CSS=-0.00800, Synergy_ZIP=-2.52, Synergy_Bliss=-6.06, Synergy_Loewe=-4.44, Synergy_HSA=-4.52. (9) Drug 1: CN1CCC(CC1)COC2=C(C=C3C(=C2)N=CN=C3NC4=C(C=C(C=C4)Br)F)OC. Drug 2: CC(C)CN1C=NC2=C1C3=CC=CC=C3N=C2N. Cell line: SR. Synergy scores: CSS=-0.0275, Synergy_ZIP=0.583, Synergy_Bliss=-4.40, Synergy_Loewe=-6.01, Synergy_HSA=-4.89.